From a dataset of CYP2D6 inhibition data for predicting drug metabolism from PubChem BioAssay. Regression/Classification. Given a drug SMILES string, predict its absorption, distribution, metabolism, or excretion properties. Task type varies by dataset: regression for continuous measurements (e.g., permeability, clearance, half-life) or binary classification for categorical outcomes (e.g., BBB penetration, CYP inhibition). Dataset: cyp2d6_veith. (1) The drug is COCC(=O)N1CCC2(CC1)CN(Cc1cc(C(F)(F)F)cc(C(F)(F)F)c1)C2. The result is 0 (non-inhibitor). (2) The drug is COc1ccc(Oc2ncc3nc(C)c(=O)n(C[C@H]4CCCO4)c3n2)cc1. The result is 0 (non-inhibitor). (3) The molecule is CCN(CC)C(=O)C(=O)N/N=C/c1cccc(Br)c1. The result is 0 (non-inhibitor).